Task: Predict the reactants needed to synthesize the given product.. Dataset: Full USPTO retrosynthesis dataset with 1.9M reactions from patents (1976-2016) (1) Given the product [O:12]1[CH:16]=[CH:15][CH:14]=[C:13]1[C:17]([N:1]1[C:10]2[C:5](=[CH:6][CH:7]=[CH:8][CH:9]=2)[C:4](=[O:11])[CH2:3][CH2:2]1)=[O:18], predict the reactants needed to synthesize it. The reactants are: [NH:1]1[C:10]2[C:5](=[CH:6][CH:7]=[CH:8][CH:9]=2)[C:4](=[O:11])[CH2:3][CH2:2]1.[O:12]1[CH:16]=[CH:15][CH:14]=[C:13]1[C:17](Cl)=[O:18]. (2) Given the product [C:31]([O:23][CH2:22][C:3]1[C:4]([N:8]2[CH2:20][CH2:19][N:11]3[C:12]4[CH2:13][CH2:14][CH2:15][CH2:16][C:17]=4[CH:18]=[C:10]3[C:9]2=[O:21])=[N:5][CH:6]=[CH:7][C:2]=1[Cl:1])(=[O:33])[CH3:32], predict the reactants needed to synthesize it. The reactants are: [Cl:1][C:2]1[CH:7]=[CH:6][N:5]=[C:4]([N:8]2[CH2:20][CH2:19][N:11]3[C:12]4[CH2:13][CH2:14][CH2:15][CH2:16][C:17]=4[CH:18]=[C:10]3[C:9]2=[O:21])[C:3]=1[CH2:22][OH:23].C(N(CC)CC)C.[C:31](Cl)(=[O:33])[CH3:32]. (3) Given the product [CH2:1]([NH:8][C:9]([NH:11][C:12]1[CH:13]=[CH:14][C:15]([CH2:18][C:19](=[O:20])[CH3:24])=[CH:16][CH:17]=1)=[O:10])[C:2]1[CH:3]=[CH:4][CH:5]=[CH:6][CH:7]=1, predict the reactants needed to synthesize it. The reactants are: [CH2:1]([NH:8][C:9]([NH:11][C:12]1[CH:17]=[CH:16][C:15]([CH2:18][C:19]2([CH3:24])OCC[O:20]2)=[CH:14][CH:13]=1)=[O:10])[C:2]1[CH:7]=[CH:6][CH:5]=[CH:4][CH:3]=1.C(O)(=O)C.C(NC(NC1C=CC=C(CC(=O)C)C=1)=O)C1C=CC=CC=1. (4) The reactants are: [C:1]1([N:7]2[C:11]([NH2:12])=[CH:10][CH:9]=[N:8]2)[CH:6]=[CH:5][CH:4]=[CH:3][CH:2]=1.[Br:13][CH:14]([CH:17]=O)[CH:15]=O. Given the product [Br:13][C:14]1[CH:15]=[C:10]2[CH:9]=[N:8][N:7]([C:1]3[CH:6]=[CH:5][CH:4]=[CH:3][CH:2]=3)[C:11]2=[N:12][CH:17]=1, predict the reactants needed to synthesize it. (5) Given the product [OH:23][CH2:22][C:3]1([C:12]([O:14][CH2:15][C:16]2[CH:21]=[CH:20][CH:19]=[CH:18][CH:17]=2)=[O:13])[C:4]2[C:9](=[CH:8][CH:7]=[CH:6][CH:5]=2)[C:10](=[O:11])[N:2]1[CH3:1], predict the reactants needed to synthesize it. The reactants are: [CH3:1][N:2]1[C:10](=[O:11])[C:9]2[C:4](=[CH:5][CH:6]=[CH:7][CH:8]=2)[CH:3]1[C:12]([O:14][CH2:15][C:16]1[CH:21]=[CH:20][CH:19]=[CH:18][CH:17]=1)=[O:13].[CH2:22]=[O:23].C1CCN2C(=NCCC2)CC1.